Dataset: Forward reaction prediction with 1.9M reactions from USPTO patents (1976-2016). Task: Predict the product of the given reaction. The product is: [Cl:13][C:14]1[N:18]([CH3:19])[N:17]=[C:16]([CH3:20])[C:15]=1[S:21]([NH:1][C:2]1[S:3][CH:4]=[C:5]([CH2:7][C:8]([O:10][CH2:11][CH3:12])=[O:9])[N:6]=1)(=[O:22])=[O:23]. Given the reactants [NH2:1][C:2]1[S:3][CH:4]=[C:5]([CH2:7][C:8]([O:10][CH2:11][CH3:12])=[O:9])[N:6]=1.[Cl:13][C:14]1[N:18]([CH3:19])[N:17]=[C:16]([CH3:20])[C:15]=1[S:21](Cl)(=[O:23])=[O:22], predict the reaction product.